Regression/Classification. Given a drug SMILES string, predict its toxicity properties. Task type varies by dataset: regression for continuous values (e.g., LD50, hERG inhibition percentage) or binary classification for toxic/non-toxic outcomes (e.g., AMES mutagenicity, cardiotoxicity, hepatotoxicity). Dataset: herg_karim. From a dataset of hERG potassium channel inhibition data for cardiac toxicity prediction from Karim et al.. The compound is O=C(Nc1ccc(Cl)c(C(F)(F)F)c1)N1CCN(C[C@@H]2CCCN(C3CC3)C2)CC1. The result is 1 (blocker).